Predict the reaction yield, written as a fraction of the theoretical maximum amount of product (1.0 means a 100% yield; for example, 0.34 means a 34% yield). From a dataset of Reaction yield outcomes from USPTO patents with 853,638 reactions. (1) The yield is 0.410. No catalyst specified. The product is [OH:1][C:2]1[CH:3]=[C:4]([NH:8][C:9]2[N:14]=[C:13]([NH:15][C:16]3[CH:21]=[CH:20][C:19]([C:32]([O:34][CH3:35])=[O:33])=[C:18]([OH:22])[CH:17]=3)[C:12]([F:23])=[CH:11][N:10]=2)[CH:5]=[CH:6][C:7]=1[C:32]([O:34][CH3:35])=[O:33]. The reactants are [OH:1][C:2]1[CH:3]=[C:4]([NH:8][C:9]2[N:14]=[C:13]([NH:15][C:16]3[CH:21]=[CH:20][CH:19]=[C:18]([OH:22])[CH:17]=3)[C:12]([F:23])=[CH:11][N:10]=2)[CH:5]=[CH:6][CH:7]=1.OC1C=C(C=CC=1[C:32]([O:34][CH3:35])=[O:33])N.ClC1N=C(Cl)C(F)=CN=1. (2) The reactants are [CH:1]1[C:6]([C:7]#[N:8])=[CH:5][C:4]2[C:9]([CH2:12][CH2:13][CH2:14][CH2:15][N:16]3[CH2:21][CH2:20][N:19]([C:22]4[CH:23]=[CH:24][C:25]5[O:30][C:29]([C:31]([NH2:33])=[O:32])=[CH:28][C:26]=5[CH:27]=4)[CH2:18][CH2:17]3)=[CH:10][NH:11][C:3]=2[CH:2]=1.[ClH:34]. The catalyst is C(O)=O. The product is [CH:1]1[C:6]([C:7]#[N:8])=[CH:5][C:4]2[C:9]([CH2:12][CH2:13][CH2:14][CH2:15][N:16]3[CH2:17][CH2:18][N:19]([C:22]4[CH:23]=[CH:24][C:25]5[O:30][C:29]([C:31]([NH2:33])=[O:32])=[CH:28][C:26]=5[CH:27]=4)[CH2:20][CH2:21]3)=[CH:10][NH:11][C:3]=2[CH:2]=1.[ClH:34]. The yield is 0.833. (3) The reactants are [C:1]1([O:11][CH2:12][CH2:13][N:14]2[C:22]3[CH:21]=[CH:20][CH:19]=[CH:18][C:17]=3[C:16]3[CH2:23][CH2:24][N:25](C(OC(C)(C)C)=O)[CH2:26][CH2:27][C:15]2=3)[C:10]2[CH2:9][CH2:8][CH2:7][CH2:6][C:5]=2[CH:4]=[CH:3][CH:2]=1.[ClH:35]. The catalyst is CCOC(C)=O.O1CCOCC1. The product is [ClH:35].[C:1]1([O:11][CH2:12][CH2:13][N:14]2[C:22]3[CH:21]=[CH:20][CH:19]=[CH:18][C:17]=3[C:16]3[CH2:23][CH2:24][NH:25][CH2:26][CH2:27][C:15]2=3)[C:10]2[CH2:9][CH2:8][CH2:7][CH2:6][C:5]=2[CH:4]=[CH:3][CH:2]=1. The yield is 0.730. (4) The reactants are C([Li])CCC.[F:6][C:7]1[N:12]=[CH:11][C:10]([C@H:13]([N:15]2[CH2:20][CH2:19][N:18]([C:21]([O:23][C:24]([CH3:27])([CH3:26])[CH3:25])=[O:22])[CH2:17][CH2:16]2)[CH3:14])=[CH:9][CH:8]=1.[B:28](OC(C)C)([O:33]C(C)C)[O:29]C(C)C. The catalyst is C1COCC1. The product is [C:24]([O:23][C:21]([N:18]1[CH2:17][CH2:16][N:15]([C@@H:13]([C:10]2[CH:9]=[C:8]([B:28]([OH:33])[OH:29])[C:7]([F:6])=[N:12][CH:11]=2)[CH3:14])[CH2:20][CH2:19]1)=[O:22])([CH3:26])([CH3:25])[CH3:27]. The yield is 0.810.